Dataset: Forward reaction prediction with 1.9M reactions from USPTO patents (1976-2016). Task: Predict the product of the given reaction. (1) Given the reactants O.[NH2:2][NH2:3].[CH3:4][O:5][C:6]1[CH:15]=[CH:14][C:9]2[C:10](=[O:13])[CH2:11][O:12][C:8]=2[C:7]=1[CH2:16][CH:17]([C:21](=O)[CH3:22])[C:18](=O)[CH3:19].C(=O)([O-])O.[Na+], predict the reaction product. The product is: [CH3:22][C:21]1[C:17]([CH2:16][C:7]2[C:8]3[O:12][CH2:11][C:10](=[O:13])[C:9]=3[CH:14]=[CH:15][C:6]=2[O:5][CH3:4])=[C:18]([CH3:19])[NH:3][N:2]=1. (2) Given the reactants [F:1][C:2]1[CH:3]=[C:4]([CH:11]=[C:12](B2OC(C)(C)C(C)(C)O2)[CH:13]=1)[CH2:5][NH:6][S:7]([CH3:10])(=[O:9])=[O:8].Cl[C:24]1[CH:29]=[CH:28][N:27]=[C:26]([NH2:30])[C:25]=1[N+:31]([O-:33])=[O:32].C([O-])([O-])=O.[Na+].[Na+].CCOC(C)=O, predict the reaction product. The product is: [NH2:30][C:26]1[C:25]([N+:31]([O-:33])=[O:32])=[C:24]([C:12]2[CH:11]=[C:4]([CH:3]=[C:2]([F:1])[CH:13]=2)[CH2:5][NH:6][S:7]([CH3:10])(=[O:8])=[O:9])[CH:29]=[CH:28][N:27]=1.